From a dataset of Forward reaction prediction with 1.9M reactions from USPTO patents (1976-2016). Predict the product of the given reaction. (1) Given the reactants [NH2:1][C:2]1[N:7]=[C:6]([O:8]S(C(F)(F)F)(=O)=O)[C:5]([N+:16]([O-:18])=[O:17])=[C:4]([C:19]2[O:20][CH:21]=[CH:22][CH:23]=2)[N:3]=1.[CH2:24](O)[CH2:25][C:26]1[CH:31]=[CH:30][CH:29]=[CH:28][CH:27]=1.C1CCN2C(=NCCC2)CC1, predict the reaction product. The product is: [O:20]1[CH:21]=[CH:22][CH:23]=[C:19]1[C:4]1[C:5]([N+:16]([O-:18])=[O:17])=[C:6]([O:8][CH2:24][CH2:25][C:26]2[CH:31]=[CH:30][CH:29]=[CH:28][CH:27]=2)[N:7]=[C:2]([NH2:1])[N:3]=1. (2) Given the reactants [CH3:1][N:2]([CH3:39])[CH2:3][CH2:4][NH:5][C:6]([C:8]1[NH:9][C:10]2[C:15]([C:16]=1[C:17]1[CH:22]=[CH:21][C:20]([O:23]C)=[CH:19][CH:18]=1)=[CH:14][C:13]([NH:25][S:26]([C:29]1[CH:34]=[CH:33][C:32]([C:35]([CH3:38])([CH3:37])[CH3:36])=[CH:31][CH:30]=1)(=[O:28])=[O:27])=[CH:12][CH:11]=2)=[O:7].B(Br)(Br)Br.ClCCl.C(=O)(O)[O-].[Na+], predict the reaction product. The product is: [CH3:1][N:2]([CH3:39])[CH2:3][CH2:4][NH:5][C:6]([C:8]1[NH:9][C:10]2[C:15]([C:16]=1[C:17]1[CH:18]=[CH:19][C:20]([OH:23])=[CH:21][CH:22]=1)=[CH:14][C:13]([NH:25][S:26]([C:29]1[CH:30]=[CH:31][C:32]([C:35]([CH3:37])([CH3:36])[CH3:38])=[CH:33][CH:34]=1)(=[O:27])=[O:28])=[CH:12][CH:11]=2)=[O:7]. (3) Given the reactants Br[C:2]1[C:7]([Cl:8])=[CH:6][C:5]([NH:9][C:10]2[N:14]=[C:13]([NH2:15])[NH:12][N:11]=2)=[CH:4][C:3]=1[Cl:16].CC1(C)C(C)(C)OB([C:25]2[CH:40]=[CH:39][C:28]([O:29][CH2:30][CH2:31][CH2:32][N:33]3[CH2:38][CH2:37][O:36][CH2:35][CH2:34]3)=[CH:27][CH:26]=2)O1.O1CCOCC1.O.C(=O)([O-])[O-].[K+].[K+], predict the reaction product. The product is: [Cl:16][C:3]1[CH:4]=[C:5]([NH:9][C:10]2[N:14]=[C:13]([NH2:15])[NH:12][N:11]=2)[CH:6]=[C:7]([Cl:8])[C:2]=1[C:25]1[CH:40]=[CH:39][C:28]([O:29][CH2:30][CH2:31][CH2:32][N:33]2[CH2:34][CH2:35][O:36][CH2:37][CH2:38]2)=[CH:27][CH:26]=1. (4) Given the reactants CCN(S(F)(F)[F:7])CC.[F:10][C:11]1[CH:16]=[CH:15][C:14]([N:17]2[C@H:22]([CH2:23]O)[CH2:21][N:20]3[N:25]=[C:26]([CH2:28][O:29][C:30]4[CH:35]=[CH:34][CH:33]=[CH:32][CH:31]=4)[CH:27]=[C:19]3[C:18]2=[O:36])=[CH:13][CH:12]=1, predict the reaction product. The product is: [F:7][CH2:23][C@@H:22]1[CH2:21][N:20]2[N:25]=[C:26]([CH2:28][O:29][C:30]3[CH:35]=[CH:34][CH:33]=[CH:32][CH:31]=3)[CH:27]=[C:19]2[C:18](=[O:36])[N:17]1[C:14]1[CH:13]=[CH:12][C:11]([F:10])=[CH:16][CH:15]=1. (5) Given the reactants [Cl:1][C:2]1[CH:3]=[N:4][CH:5]=[C:6]([Cl:31])[C:7]=1[NH:8][C:9]([C:11]1[C:19]2[C:18]3[CH:20]=[C:21]([N+:24]([O-])=O)[CH:22]=[CH:23][C:17]=3[O:16][C:15]=2[C:14]([O:27][CH:28]([F:30])[F:29])=[CH:13][CH:12]=1)=[O:10], predict the reaction product. The product is: [Cl:1][C:2]1[CH:3]=[N:4][CH:5]=[C:6]([Cl:31])[C:7]=1[NH:8][C:9]([C:11]1[C:19]2[C:18]3[CH:20]=[C:21]([NH2:24])[CH:22]=[CH:23][C:17]=3[O:16][C:15]=2[C:14]([O:27][CH:28]([F:29])[F:30])=[CH:13][CH:12]=1)=[O:10]. (6) Given the reactants [C:1]([O:5][C:6]1[CH:7]=[C:8]([CH:12]([NH2:14])[CH3:13])[CH:9]=[CH:10][CH:11]=1)([CH3:4])([CH3:3])[CH3:2].[CH3:15][O:16][CH2:17][C:18](OC(C)C)=[O:19].S(=O)(=O)(O)O, predict the reaction product. The product is: [C:1]([O:5][C:6]1[CH:7]=[C:8]([C@H:12]([NH:14][C:18](=[O:19])[CH2:17][O:16][CH3:15])[CH3:13])[CH:9]=[CH:10][CH:11]=1)([CH3:4])([CH3:2])[CH3:3]. (7) Given the reactants [CH3:1][O:2][C:3]([C:5]1[C:6]2[C:7](=[O:17])[NH:8][C:9]([CH2:15]Cl)=[N:10][C:11]=2[CH:12]=[CH:13][CH:14]=1)=[O:4].N1CCNCC1.[NH:24]1[CH2:30][CH2:29][CH2:28][NH:27][CH2:26][CH2:25]1, predict the reaction product. The product is: [CH3:1][O:2][C:3]([C:5]1[C:6]2[C:7](=[O:17])[NH:8][C:9]([CH2:15][N:24]3[CH2:30][CH2:29][CH2:28][NH:27][CH2:26][CH2:25]3)=[N:10][C:11]=2[CH:12]=[CH:13][CH:14]=1)=[O:4].